From a dataset of Full USPTO retrosynthesis dataset with 1.9M reactions from patents (1976-2016). Predict the reactants needed to synthesize the given product. (1) Given the product [F:1][C:2]1[CH:7]=[CH:6][C:5]([C:8]2[O:9][C:10]3[CH:20]=[C:19]([N:21]([CH3:26])[S:22]([CH3:25])(=[O:23])=[O:24])[C:18]([CH:27]4[CH2:28][NH:29][CH2:30][CH:31]([C:32]([O:34][CH3:35])=[O:33])[CH2:36]4)=[CH:17][C:11]=3[C:12]=2[C:13](=[O:16])[NH:14][CH3:15])=[CH:4][CH:3]=1, predict the reactants needed to synthesize it. The reactants are: [F:1][C:2]1[CH:7]=[CH:6][C:5]([C:8]2[O:9][C:10]3[CH:20]=[C:19]([N:21]([CH3:26])[S:22]([CH3:25])(=[O:24])=[O:23])[C:18]([C:27]4[CH:28]=[N:29][CH:30]=[C:31]([CH:36]=4)[C:32]([O:34][CH3:35])=[O:33])=[CH:17][C:11]=3[C:12]=2[C:13](=[O:16])[NH:14][CH3:15])=[CH:4][CH:3]=1.CC(O)=O.OCC1(OC[C@@H](O)[C@@H](O)[C@H]1O)O. (2) Given the product [Br-:10].[C:16]1([CH2:18][N+:3]2[C:2]([Cl:1])=[C:6]([Cl:7])[N:5]([CH2:38][C:34]3[C:33]4[C:24](=[CH:25][CH:26]=[CH:27][CH:28]=4)[CH:23]=[CH:36][CH:35]=3)[CH:4]=2)[CH:17]=[C:12]([CH2:11][N+:3]2[C:2]([Cl:1])=[C:6]([Cl:7])[N:5]([CH2:23][C:24]3[C:33]4[C:28](=[CH:29][CH:30]=[CH:31][CH:32]=4)[CH:27]=[CH:26][CH:25]=3)[CH:4]=2)[CH:13]=[C:14]([CH2:20][N+:3]2[C:2]([Cl:1])=[C:6]([Cl:7])[N:5]([CH2:36][C:35]3[C:31]4[C:34](=[CH:35][CH:36]=[CH:29][CH:30]=4)[CH:38]=[CH:38][CH:34]=3)[CH:4]=2)[CH:15]=1.[Br-:22].[Br-:10], predict the reactants needed to synthesize it. The reactants are: [Cl:1][C:2]1[N:3]=[CH:4][NH:5][C:6]=1[Cl:7].[OH-].[K+].[Br:10][CH2:11][C:12]1[CH:17]=[C:16]([CH2:18]Br)[CH:15]=[C:14]([CH2:20]Br)[CH:13]=1.[Br:22][CH2:23][C:24]1[C:33]2[C:28](=[CH:29][CH:30]=[CH:31][CH:32]=2)[CH:27]=[CH:26][CH:25]=1.[CH2:34]1[CH2:38]O[CH2:36][CH2:35]1. (3) Given the product [NH2:1][C:2]1[C:7]2[C:8]([C:11]3[CH:16]=[CH:15][C:14]([NH:17][C:18]([C:20]4[N:21]([CH3:29])[C:22]5[C:27]([CH:28]=4)=[CH:26][CH:25]=[CH:24][CH:23]=5)=[O:19])=[C:13]([O:30][CH3:31])[CH:12]=3)=[CH:9][S:10][C:6]=2[C:5](/[CH:32]=[CH:33]/[CH2:34][CH2:35][N:36]2[CH2:37][CH2:38][CH:39]([NH2:42])[CH2:40][CH2:41]2)=[CH:4][N:3]=1, predict the reactants needed to synthesize it. The reactants are: [NH2:1][C:2]1[C:7]2[C:8]([C:11]3[CH:16]=[CH:15][C:14]([NH:17][C:18]([C:20]4[N:21]([CH3:29])[C:22]5[C:27]([CH:28]=4)=[CH:26][CH:25]=[CH:24][CH:23]=5)=[O:19])=[C:13]([O:30][CH3:31])[CH:12]=3)=[CH:9][S:10][C:6]=2[C:5](/[CH:32]=[CH:33]/[CH2:34][CH2:35][N:36]2[CH2:41][CH2:40][CH:39]([NH:42]C(=O)OC(C)(C)C)[CH2:38][CH2:37]2)=[CH:4][N:3]=1.CC[NH+](CC)CC.CC[NH+](CC)CC.C([O-])([O-])=O. (4) Given the product [C:1]([C:5]1[CH:10]=[CH:9][C:8]([CH:12]=[O:13])=[C:7]([OH:11])[CH:6]=1)([CH3:4])([CH3:2])[CH3:3], predict the reactants needed to synthesize it. The reactants are: [C:1]([C:5]1[CH:6]=[C:7]([OH:11])[CH:8]=[CH:9][CH:10]=1)([CH3:4])([CH3:3])[CH3:2].[CH3:12][O:13]C(Cl)Cl.Cl.O. (5) The reactants are: [C:1](=[O:36])([O:14][CH2:15]/[C:16](/[C:26]1[CH:31]=[CH:30][C:29]([S:32]([CH3:35])(=[O:34])=[O:33])=[CH:28][CH:27]=1)=[C:17](/[C:20]1[CH:25]=[CH:24][CH:23]=[CH:22][CH:21]=1)\[CH2:18][OH:19])[O:2][CH2:3][CH:4]([O:10][N+:11]([O-:13])=[O:12])[CH2:5][O:6][N+:7]([O-:9])=[O:8].CC(OI1(OC(C)=O)(OC(C)=O)OC(=O)C2C=CC=CC1=2)=[O:39].CC(=CC)C.P(=O)(O)(O)O.[O-]Cl=O.[Na+]. Given the product [N+:11]([O:10][CH:4]([CH2:5][O:6][N+:7]([O-:9])=[O:8])[CH2:3][O:2][C:1]([O:14][CH2:15][C:16]([C:26]1[CH:31]=[CH:30][C:29]([S:32]([CH3:35])(=[O:33])=[O:34])=[CH:28][CH:27]=1)=[C:17]([C:20]1[CH:25]=[CH:24][CH:23]=[CH:22][CH:21]=1)[C:18]([OH:39])=[O:19])=[O:36])([O-:13])=[O:12], predict the reactants needed to synthesize it. (6) The reactants are: [CH3:1][C:2]([CH3:19])([CH3:18])[CH2:3][N:4]1[C:12]2[C:7](=[N:8][C:9](/[CH:13]=[CH:14]/[CH3:15])=[CH:10][CH:11]=2)[N:6]([CH3:16])[C:5]1=[O:17].[N+](=[CH:22][C:23]([O:25][CH2:26][CH3:27])=[O:24])=[N-]. Given the product [CH3:18][C:2]([CH3:1])([CH3:19])[CH2:3][N:4]1[C:12]2[C:7](=[N:8][C:9]([CH:13]3[CH:14]([CH3:15])[CH:22]3[C:23]([O:25][CH2:26][CH3:27])=[O:24])=[CH:10][CH:11]=2)[N:6]([CH3:16])[C:5]1=[O:17], predict the reactants needed to synthesize it. (7) Given the product [C:1]([O:5][CH2:6][CH2:10][O:9][CH2:7][CH3:8])(=[O:4])[CH2:2][SH:3], predict the reactants needed to synthesize it. The reactants are: [C:1]([O:5][CH3:6])(=[O:4])[CH2:2][SH:3].[CH2:7]([O:9][CH2:10]CO)[CH3:8].